From a dataset of Full USPTO retrosynthesis dataset with 1.9M reactions from patents (1976-2016). Predict the reactants needed to synthesize the given product. (1) The reactants are: [CH:1]12[CH2:7][CH:4]([CH:5]=[CH:6]1)[CH2:3][CH:2]2[S:8]([NH2:11])(=[O:10])=[O:9].C(=O)(O)[O-:13].[Na+].ClCCl.ClC1C=CC=C(C(OO)=O)C=1. Given the product [O:13]1[CH:6]2[CH:5]1[CH:4]1[CH2:7][CH:1]2[CH:2]([S:8]([NH2:11])(=[O:9])=[O:10])[CH2:3]1, predict the reactants needed to synthesize it. (2) The reactants are: [NH2:1][C:2]1[S:3][C:4]([C:8]2[CH:13]=[CH:12][C:11]([S:14]([N:17]([CH3:19])[CH3:18])(=[O:16])=[O:15])=[CH:10][CH:9]=2)=[C:5]([CH3:7])[N:6]=1.[N:20]([CH2:23][C:24]([O:26][CH2:27][CH3:28])=[O:25])=[C:21]=[O:22]. Given the product [CH2:27]([O:26][C:24](=[O:25])[CH2:23][NH:20][C:21]([NH:1][C:2]1[S:3][C:4]([C:8]2[CH:9]=[CH:10][C:11]([S:14](=[O:15])(=[O:16])[N:17]([CH3:18])[CH3:19])=[CH:12][CH:13]=2)=[C:5]([CH3:7])[N:6]=1)=[O:22])[CH3:28], predict the reactants needed to synthesize it.